Dataset: TCR-epitope binding with 47,182 pairs between 192 epitopes and 23,139 TCRs. Task: Binary Classification. Given a T-cell receptor sequence (or CDR3 region) and an epitope sequence, predict whether binding occurs between them. (1) The epitope is YLDAYNMMI. The TCR CDR3 sequence is CSVESGSRYNEQFF. Result: 1 (the TCR binds to the epitope). (2) The epitope is GILGFVFTL. The TCR CDR3 sequence is CASSLAGGAYGYTF. Result: 1 (the TCR binds to the epitope). (3) The epitope is TLDSKTQSL. The TCR CDR3 sequence is CASSLDPWDRTNTGELFF. Result: 1 (the TCR binds to the epitope).